This data is from Reaction yield outcomes from USPTO patents with 853,638 reactions. The task is: Predict the reaction yield, written as a fraction of the theoretical maximum amount of product (1.0 means a 100% yield; for example, 0.34 means a 34% yield). (1) The reactants are [NH2:1][C:2]1[CH:7]=[CH:6][C:5]([CH3:8])=[CH:4][N:3]=1.N1C=CC=CC=1.[N+:15]([C:18]1[CH:26]=[CH:25][CH:24]=[CH:23][C:19]=1[C:20](Cl)=[O:21])([O-:17])=[O:16]. The catalyst is ClCCl. The product is [N+:15]([C:18]1[CH:26]=[CH:25][CH:24]=[CH:23][C:19]=1[C:20]([NH:1][C:2]1[CH:7]=[CH:6][C:5]([CH3:8])=[CH:4][N:3]=1)=[O:21])([O-:17])=[O:16]. The yield is 0.520. (2) The reactants are I[C:2]1[C:10]2[C:5](=[CH:6][C:7]([CH:11]=[O:12])=[CH:8][CH:9]=2)[N:4]([CH2:13][O:14][CH2:15][CH2:16][Si:17]([CH3:20])([CH3:19])[CH3:18])[N:3]=1.[CH2:21]=[CH:22][C:23]1[CH:28]=[CH:27][CH:26]=[CH:25][CH:24]=1.C(N(C(C)C)CC)(C)C.CC1C=CC=CC=1P(C1C=CC=CC=1C)C1C=CC=CC=1C. The catalyst is CC([O-])=O.CC([O-])=O.[Pd+2].CN(C=O)C. The product is [CH:21](/[C:2]1[C:10]2[C:5](=[CH:6][C:7]([CH:11]=[O:12])=[CH:8][CH:9]=2)[N:4]([CH2:13][O:14][CH2:15][CH2:16][Si:17]([CH3:20])([CH3:19])[CH3:18])[N:3]=1)=[CH:22]\[C:23]1[CH:28]=[CH:27][CH:26]=[CH:25][CH:24]=1. The yield is 0.670. (3) The reactants are Cl.[N:2]1[CH:7]=[CH:6][CH:5]=[CH:4][C:3]=1[CH2:8]Cl.[Cl:10][C:11]1[CH:12]=[C:13]([NH:18][C:19]2[C:28]3[C:23](=[CH:24][CH:25]=[CH:26][C:27]=3[O:29][CH2:30][C@H:31]([N:33]([CH3:37])[C:34](=[O:36])[CH3:35])[CH3:32])[N:22]=[CH:21][N:20]=2)[CH:14]=[CH:15][C:16]=1[OH:17]. No catalyst specified. The product is [Cl:10][C:11]1[CH:12]=[C:13]([NH:18][C:19]2[C:28]3[C:23](=[CH:24][CH:25]=[CH:26][C:27]=3[O:29][CH2:30][C@H:31]([N:33]([CH3:37])[C:34](=[O:36])[CH3:35])[CH3:32])[N:22]=[CH:21][N:20]=2)[CH:14]=[CH:15][C:16]=1[O:17][CH2:8][C:3]1[CH:4]=[CH:5][CH:6]=[CH:7][N:2]=1. The yield is 0.0700. (4) The reactants are [CH3:1][C@@:2]1([CH2:13][O:14][C:15]2[CH:20]=[CH:19][C:18]([N:21]3[CH2:26][CH2:25][N:24]([C:27](OC(C)(C)C)=[O:28])[CH2:23][CH2:22]3)=[CH:17][CH:16]=2)[O:6][C:5]2=[N:7][C:8]([N+:10]([O-:12])=[O:11])=[CH:9][N:4]2[CH2:3]1.FC(F)(F)C(O)=O.[F:41][C:42]([F:53])([F:52])[O:43][C:44]1[CH:51]=[CH:50][C:47]([CH2:48][NH2:49])=[CH:46][CH:45]=1.C(N1C=CN=C1)(N1C=CN=C1)=O. The catalyst is C(Cl)Cl.CN(C=O)C.O. The product is [F:41][C:42]([F:52])([F:53])[O:43][C:44]1[CH:51]=[CH:50][C:47]([CH2:48][NH:49][C:27]([N:24]2[CH2:25][CH2:26][N:21]([C:18]3[CH:19]=[CH:20][C:15]([O:14][CH2:13][C@:2]4([CH3:1])[O:6][C:5]5=[N:7][C:8]([N+:10]([O-:12])=[O:11])=[CH:9][N:4]5[CH2:3]4)=[CH:16][CH:17]=3)[CH2:22][CH2:23]2)=[O:28])=[CH:46][CH:45]=1. The yield is 0.320.